From a dataset of Full USPTO retrosynthesis dataset with 1.9M reactions from patents (1976-2016). Predict the reactants needed to synthesize the given product. Given the product [C:24]([C:23]1[CH:22]=[C:21]([NH:18][C:19]([NH:13][CH2:12][CH:8]2[O:9][CH2:10][CH2:11][N:6]([CH2:5][C:4]3[CH:14]=[CH:15][C:16]([Cl:17])=[C:2]([Cl:1])[CH:3]=3)[CH2:7]2)=[O:20])[CH:28]=[CH:27][CH:26]=1)#[N:25], predict the reactants needed to synthesize it. The reactants are: [Cl:1][C:2]1[CH:3]=[C:4]([CH:14]=[CH:15][C:16]=1[Cl:17])[CH2:5][N:6]1[CH2:11][CH2:10][O:9][CH:8]([CH2:12][NH2:13])[CH2:7]1.[N:18]([C:21]1[CH:22]=[C:23]([CH:26]=[CH:27][CH:28]=1)[C:24]#[N:25])=[C:19]=[O:20].